Dataset: Full USPTO retrosynthesis dataset with 1.9M reactions from patents (1976-2016). Task: Predict the reactants needed to synthesize the given product. (1) Given the product [N:47]12[CH2:54][CH2:53][C:50]([CH2:55][O:56][C:57]3[CH:58]=[CH:59][C:60]([CH2:61][CH2:62][CH2:63][NH:64][C:65]4[CH:70]=[C:69]([O:71][CH3:72])[CH:68]=[CH:67][C:66]=4[CH:73]4[CH2:82][CH2:81][C:80]5[CH:79]=[C:78]([OH:83])[CH:77]=[CH:76][C:75]=5[CH2:74]4)=[CH:90][CH:91]=3)([CH2:51][CH2:52]1)[CH2:49][CH2:48]2, predict the reactants needed to synthesize it. The reactants are: C(NC1C=C(OC)C=CC=1C1CCC2C=C(OC(=O)C(C)(C)C)C=CC=2C1)C.N12CCC(COC3C=CC(C=O)=CC=3)(CC1)CC2.[N:47]12[CH2:54][CH2:53][C:50]([CH2:55][O:56][C:57]3[CH:91]=[CH:90][C:60]([CH2:61][CH2:62][CH2:63][NH:64][C:65]4[CH:70]=[C:69]([O:71][CH3:72])[CH:68]=[CH:67][C:66]=4[CH:73]4[CH2:82][CH2:81][C:80]5[CH:79]=[C:78]([O:83]C(=O)C(C)(C)C)[CH:77]=[CH:76][C:75]=5[CH2:74]4)=[CH:59][CH:58]=3)([CH2:51][CH2:52]1)[CH2:49][CH2:48]2. (2) Given the product [C:13]([Si:17]([O:12][C:6]1[C:7]([F:11])=[CH:8][CH:9]=[CH:10][C:5]=1[C:2]([CH3:1])([CH3:3])[CH3:4])([CH3:20])[CH3:19])([CH3:16])([CH3:15])[CH3:14], predict the reactants needed to synthesize it. The reactants are: [CH3:1][C:2]([C:5]1[CH:10]=[CH:9][CH:8]=[C:7]([F:11])[C:6]=1[OH:12])([CH3:4])[CH3:3].[C:13]([Si:17]([CH3:20])([CH3:19])Cl)([CH3:16])([CH3:15])[CH3:14].N1C=CN=C1. (3) The reactants are: [OH:1][C:2]1[CH:9]=[CH:8][C:5]([CH:6]=[O:7])=[CH:4][CH:3]=1.C(=O)([O-])[O-].[K+].[K+].[CH3:16][N:17]([CH3:21])[CH2:18][CH2:19]Cl.C(OC(C)C)(C)C. Given the product [CH3:16][N:17]([CH3:21])[CH2:18][CH2:19][O:1][C:2]1[CH:9]=[CH:8][C:5]([CH:6]=[O:7])=[CH:4][CH:3]=1, predict the reactants needed to synthesize it. (4) The reactants are: [N:1]1[CH:6]=[CH:5][C:4]([C:7]([O:9][CH3:10])=[O:8])=[C:3]([C:11]([O:13][CH3:14])=[O:12])[CH:2]=1. Given the product [NH:1]1[CH2:6][CH2:5][CH:4]([C:7]([O:9][CH3:10])=[O:8])[CH:3]([C:11]([O:13][CH3:14])=[O:12])[CH2:2]1, predict the reactants needed to synthesize it. (5) The reactants are: [NH2:1][C:2]1[NH:6][N:5]=[C:4]([SH:7])[N:3]=1.[CH2:8](Br)[C:9]1[CH:14]=[CH:13][CH:12]=[CH:11][CH:10]=1.[OH-].[Na+]. Given the product [CH2:8]([S:7][C:4]1[N:3]=[C:2]([NH2:1])[NH:6][N:5]=1)[C:9]1[CH:14]=[CH:13][CH:12]=[CH:11][CH:10]=1, predict the reactants needed to synthesize it. (6) Given the product [C:1]1([S:7]([C@H:10]2[C@H:16]3[C@H:14]([O:15]3)[CH2:13][C@H:12]([O:17][Si:18]([C:21]([CH3:24])([CH3:23])[CH3:22])([CH3:19])[CH3:20])[C@@H:11]2[CH3:25])(=[O:9])=[O:8])[CH:2]=[CH:3][CH:4]=[CH:5][CH:6]=1, predict the reactants needed to synthesize it. The reactants are: [C:1]1([S:7]([C@H:10]2[C@H:16]3[C@H:14]([O:15]3)[CH2:13][C@H:12]([O:17][Si:18]([C:21]([CH3:24])([CH3:23])[CH3:22])([CH3:20])[CH3:19])[C@@H:11]2[CH:25](C)C)(=[O:9])=[O:8])[CH:6]=[CH:5][CH:4]=[CH:3][CH:2]=1. (7) Given the product [CH3:39][CH:37]([C:34]1[N:33]=[C:32]([N:29]2[CH2:28][CH2:27][CH:26]([CH2:25][O:24][C:21]3[CH:20]=[CH:19][C:18]([C:11]4[CH:12]=[CH:13][C:8]([C:6]([N:1]5[CH2:5][CH2:4][CH2:3][CH2:2]5)=[O:7])=[CH:9][CH:10]=4)=[CH:23][CH:22]=3)[CH2:31][CH2:30]2)[O:36][N:35]=1)[CH3:38], predict the reactants needed to synthesize it. The reactants are: [N:1]1([C:6]([C:8]2[CH:13]=[CH:12][C:11](B(O)O)=[CH:10][CH:9]=2)=[O:7])[CH2:5][CH2:4][CH2:3][CH2:2]1.Br[C:18]1[CH:23]=[CH:22][C:21]([O:24][CH2:25][CH:26]2[CH2:31][CH2:30][N:29]([C:32]3[O:36][N:35]=[C:34]([CH:37]([CH3:39])[CH3:38])[N:33]=3)[CH2:28][CH2:27]2)=[CH:20][CH:19]=1.C([O-])([O-])=O.[Na+].[Na+].